Dataset: Catalyst prediction with 721,799 reactions and 888 catalyst types from USPTO. Task: Predict which catalyst facilitates the given reaction. (1) Reactant: [Br:1][C:2]1[CH:3]=[C:4]2[C:9](=[CH:10][CH:11]=1)[C:8](=[O:12])[N:7]([CH2:13][CH:14]1[CH2:16][CH2:15]1)[C:6]([CH2:17][N:18]1[C:26](=[O:27])C3C(=CC=CC=3)C1=O)=[C:5]2[O:29][CH2:30][CH2:31][CH2:32][CH3:33].O.NN.C(=O)([O-])O.[Na+].C(OC([O:44][C:45]([CH3:48])([CH3:47])[CH3:46])=O)([O:44][C:45]([CH3:48])([CH3:47])[CH3:46])=O. Product: [Br:1][C:2]1[CH:3]=[C:4]2[C:9](=[CH:10][CH:11]=1)[C:8](=[O:12])[N:7]([CH2:13][CH:14]1[CH2:15][CH2:16]1)[C:6]([CH2:17][NH:18][C:26](=[O:27])[O:44][C:45]([CH3:48])([CH3:47])[CH3:46])=[C:5]2[O:29][CH2:30][CH2:31][CH2:32][CH3:33]. The catalyst class is: 40. (2) Reactant: [CH2:1]([O:8][C:9]1[CH:18]=[C:17]2[C:12]([CH2:13][CH2:14][C:15](=[O:22])[N:16]2[CH2:19][C:20]#[N:21])=[CH:11][CH:10]=1)[C:2]1[CH:7]=[CH:6][CH:5]=[CH:4][CH:3]=1.BrCC#N.[CH3:27][CH2:28][OH:29].CC(OC(C)=O)=O. Product: [CH2:1]([O:8][C:9]1[CH:18]=[C:17]2[C:12]([CH2:13][CH2:14][C:15](=[O:22])[N:16]2[CH2:19][CH2:20][NH:21][C:28](=[O:29])[CH3:27])=[CH:11][CH:10]=1)[C:2]1[CH:7]=[CH:6][CH:5]=[CH:4][CH:3]=1. The catalyst class is: 181. (3) Reactant: [Br:1][C:2]1[CH:7]=[C:6]([CH3:8])[C:5]([OH:9])=[C:4]([CH2:10][CH3:11])[CH:3]=1.C([O-])([O-])=O.[K+].[K+].[CH2:18](Br)[C:19]1[CH:24]=[CH:23][CH:22]=[CH:21][CH:20]=1. Product: [CH2:18]([O:9][C:5]1[C:6]([CH3:8])=[CH:7][C:2]([Br:1])=[CH:3][C:4]=1[CH2:10][CH3:11])[C:19]1[CH:24]=[CH:23][CH:22]=[CH:21][CH:20]=1. The catalyst class is: 10. (4) Reactant: [C:1]1(=O)[CH2:5][CH2:4][CH2:3][CH2:2]1.[NH2:7][CH2:8][C:9]1[C:14]([Cl:15])=[CH:13][CH:12]=[C:11]2[N:16]([C:31]3[C:32]4[C@H:39]([CH3:40])[CH2:38][CH2:37][C:33]=4[N:34]=[CH:35][N:36]=3)[CH2:17][C:18]3([CH2:23][CH2:22][N:21]([C:24]([O:26][C:27]([CH3:30])([CH3:29])[CH3:28])=[O:25])[CH2:20][CH2:19]3)[C:10]=12.[BH-](OC(C)=O)(OC(C)=O)OC(C)=O.[Na+]. Product: [Cl:15][C:14]1[C:9]([CH2:8][NH:7][CH:1]2[CH2:5][CH2:4][CH2:3][CH2:2]2)=[C:10]2[C:18]3([CH2:23][CH2:22][N:21]([C:24]([O:26][C:27]([CH3:30])([CH3:29])[CH3:28])=[O:25])[CH2:20][CH2:19]3)[CH2:17][N:16]([C:31]3[C:32]4[C@H:39]([CH3:40])[CH2:38][CH2:37][C:33]=4[N:34]=[CH:35][N:36]=3)[C:11]2=[CH:12][CH:13]=1. The catalyst class is: 279.